From a dataset of Forward reaction prediction with 1.9M reactions from USPTO patents (1976-2016). Predict the product of the given reaction. (1) Given the reactants [C:1]1([CH2:7][O:8][C:9]2[CH:17]=[C:16]([C:18]([N:20]3[CH2:25][CH2:24][CH2:23][CH2:22][CH2:21]3)=[O:19])[C:15]([C:26]([F:29])([F:28])[F:27])=[CH:14][C:10]=2[C:11]([OH:13])=O)[CH:6]=[CH:5][CH:4]=[CH:3][CH:2]=1.C(N(C(C)C)CC)(C)C.CN(C(ON1N=[N:54][C:49]2[CH:50]=[CH:51][CH:52]=[N:53][C:48]1=2)=[N+](C)C)C.F[P-](F)(F)(F)(F)F.NC1C=NC=CC=1, predict the reaction product. The product is: [C:1]1([CH2:7][O:8][C:9]2[CH:17]=[C:16]([C:18]([N:20]3[CH2:25][CH2:24][CH2:23][CH2:22][CH2:21]3)=[O:19])[C:15]([C:26]([F:29])([F:27])[F:28])=[CH:14][C:10]=2[C:11]([NH:54][C:49]2[CH:48]=[N:53][CH:52]=[CH:51][CH:50]=2)=[O:13])[CH:6]=[CH:5][CH:4]=[CH:3][CH:2]=1. (2) The product is: [CH2:29]([O:31][CH2:32][CH2:33][C:34]1[N:36]=[C:26]([CH:12]2[CH2:13][CH:14]([C:16]3[CH:21]=[CH:20][C:19]([C:22]([F:24])([F:25])[F:23])=[CH:18][CH:17]=3)[CH2:15][N:10]([C:8]([N:5]3[CH2:6][CH2:7][CH:2]([OH:1])[CH2:3][CH2:4]3)=[O:9])[CH2:11]2)[O:28][N:35]=1)[CH3:30]. Given the reactants [OH:1][CH:2]1[CH2:7][CH2:6][N:5]([C:8]([N:10]2[CH2:15][CH:14]([C:16]3[CH:21]=[CH:20][C:19]([C:22]([F:25])([F:24])[F:23])=[CH:18][CH:17]=3)[CH2:13][CH:12]([C:26]([OH:28])=O)[CH2:11]2)=[O:9])[CH2:4][CH2:3]1.[CH2:29]([O:31][CH2:32][CH2:33][C:34](=[N:36]O)[NH2:35])[CH3:30], predict the reaction product. (3) Given the reactants C([O:3][C:4](=[O:29])[CH2:5][CH2:6][N:7]([C:15]1[S:16][CH:17]=[C:18]([C:20]2[CH:25]=[CH:24][C:23]([CH:26]([CH3:28])[CH3:27])=[CH:22][CH:21]=2)[N:19]=1)[CH2:8][CH2:9][C:10]1[S:11][CH:12]=[CH:13][CH:14]=1)C.[Li+].[OH-].[ClH:32], predict the reaction product. The product is: [ClH:32].[CH:26]([C:23]1[CH:22]=[CH:21][C:20]([C:18]2[N:19]=[C:15]([N:7]([CH2:8][CH2:9][C:10]3[S:11][CH:12]=[CH:13][CH:14]=3)[CH2:6][CH2:5][C:4]([OH:29])=[O:3])[S:16][CH:17]=2)=[CH:25][CH:24]=1)([CH3:28])[CH3:27]. (4) Given the reactants [Cl:1][C:2]1[C:7]([C:8]2[CH:9]=[C:10]([C:14](=[O:20])[C:15]([N:17]([CH3:19])[CH3:18])=[O:16])[CH:11]=[N:12][CH:13]=2)=[CH:6][N:5]=[C:4]2[NH:21][CH:22]=[C:23]([C:24]3[C:25]([NH:30][CH3:31])=[N:26][CH:27]=[CH:28][CH:29]=3)[C:3]=12.B1C2CCCC1CCC2, predict the reaction product. The product is: [Cl:1][C:2]1[C:7]([C:8]2[CH:9]=[C:10]([CH:14]([OH:20])[C:15]([N:17]([CH3:19])[CH3:18])=[O:16])[CH:11]=[N:12][CH:13]=2)=[CH:6][N:5]=[C:4]2[NH:21][CH:22]=[C:23]([C:24]3[C:25]([NH:30][CH3:31])=[N:26][CH:27]=[CH:28][CH:29]=3)[C:3]=12. (5) Given the reactants [Cl:1][C:2]1[CH:3]=[C:4]([S:9]([CH:12]2[CH2:17][CH2:16][NH:15][CH2:14][CH2:13]2)(=[O:11])=[O:10])[CH:5]=[CH:6][C:7]=1[Cl:8].Cl[C:19]1[C:28]2[C:23](=[CH:24][CH:25]=[CH:26][CH:27]=2)[CH:22]=[CH:21][N:20]=1, predict the reaction product. The product is: [Cl:1][C:2]1[CH:3]=[C:4]([S:9]([CH:12]2[CH2:17][CH2:16][N:15]([C:19]3[C:28]4[C:23](=[CH:24][CH:25]=[CH:26][CH:27]=4)[CH:22]=[CH:21][N:20]=3)[CH2:14][CH2:13]2)(=[O:11])=[O:10])[CH:5]=[CH:6][C:7]=1[Cl:8]. (6) Given the reactants Br[C:2]1[CH:7]=[CH:6][C:5]([OH:8])=[C:4]([Cl:9])[CH:3]=1.[B:10]1([B:10]2[O:14][C:13]([CH3:16])([CH3:15])[C:12]([CH3:18])([CH3:17])[O:11]2)[O:14][C:13]([CH3:16])([CH3:15])[C:12]([CH3:18])([CH3:17])[O:11]1.C([O-])(=O)C.[K+], predict the reaction product. The product is: [Cl:9][C:4]1[CH:3]=[C:2]([B:10]2[O:14][C:13]([CH3:16])([CH3:15])[C:12]([CH3:18])([CH3:17])[O:11]2)[CH:7]=[CH:6][C:5]=1[OH:8]. (7) Given the reactants [C:1]([N:8]1[CH2:13][CH2:12][NH:11][CH2:10][CH2:9]1)([O:3][C:4]([CH3:7])([CH3:6])[CH3:5])=[O:2].[CH2:14]([O:21][C:22]1[CH:23]=[N:24][CH:25]=[C:26](Br)[CH:27]=1)[C:15]1[CH:20]=[CH:19][CH:18]=[CH:17][CH:16]=1.C1C=CC(P(C2C=CC3C(=CC=CC=3)C=2C2C3C(=CC=CC=3)C=CC=2P(C2C=CC=CC=2)C2C=CC=CC=2)C2C=CC=CC=2)=CC=1, predict the reaction product. The product is: [CH2:14]([O:21][C:22]1[CH:27]=[C:26]([N:11]2[CH2:10][CH2:9][N:8]([C:1]([O:3][C:4]([CH3:7])([CH3:6])[CH3:5])=[O:2])[CH2:13][CH2:12]2)[CH:25]=[N:24][CH:23]=1)[C:15]1[CH:16]=[CH:17][CH:18]=[CH:19][CH:20]=1.